From a dataset of Catalyst prediction with 721,799 reactions and 888 catalyst types from USPTO. Predict which catalyst facilitates the given reaction. (1) Reactant: [F:1][C:2]([F:24])([F:23])[C:3]1[CH:4]=[C:5]([C:13]2[N:17]=[CH:16][N:15](/[CH:18]=[CH:19]\[C:20]([OH:22])=O)[N:14]=2)[CH:6]=[C:7]([C:9]([F:12])([F:11])[F:10])[CH:8]=1.[N:25]1[CH:30]=[CH:29][N:28]=[CH:27][C:26]=1[CH2:31][C:32]([NH:34][NH2:35])=[O:33].C(P1(=O)OP(CCC)(=O)OP(CCC)(=O)O1)CC.CCN(C(C)C)C(C)C. Product: [F:10][C:9]([F:11])([F:12])[C:7]1[CH:6]=[C:5]([C:13]2[N:17]=[CH:16][N:15](/[CH:18]=[CH:19]\[C:20]([N:34]([C:32](=[O:33])[CH2:31][C:26]3[CH:27]=[N:28][CH:29]=[CH:30][N:25]=3)[NH2:35])=[O:22])[N:14]=2)[CH:4]=[C:3]([C:2]([F:24])([F:1])[F:23])[CH:8]=1. The catalyst class is: 674. (2) Reactant: [CH2:1]([O:8][CH2:9][CH2:10][CH2:11][C:12]1[N:13]=[C:14]([C:19]2[CH:20]=[N:21][C:22]([C:25]([F:28])([F:27])[F:26])=[CH:23][CH:24]=2)[S:15][C:16]=1[CH2:17][OH:18])[C:2]1[CH:7]=[CH:6][CH:5]=[CH:4][CH:3]=1.[H-].[Na+].[Cl:31][C:32]1[CH:39]=[C:38](F)[CH:37]=[CH:36][C:33]=1[C:34]#[N:35]. Product: [CH2:1]([O:8][CH2:9][CH2:10][CH2:11][C:12]1[N:13]=[C:14]([C:19]2[CH:20]=[N:21][C:22]([C:25]([F:28])([F:27])[F:26])=[CH:23][CH:24]=2)[S:15][C:16]=1[CH2:17][O:18][C:38]1[CH:37]=[CH:36][C:33]([C:34]#[N:35])=[C:32]([Cl:31])[CH:39]=1)[C:2]1[CH:7]=[CH:6][CH:5]=[CH:4][CH:3]=1. The catalyst class is: 9. (3) Reactant: Br[C:2]1[CH:9]=[CH:8][C:5]([C:6]#[N:7])=[CH:4][C:3]=1[O:10][CH3:11].[F:12][C:13]([F:24])([F:23])[C:14]1[CH:19]=[CH:18][C:17](B(O)O)=[CH:16][CH:15]=1.[F-].[K+]. Product: [CH3:11][O:10][C:3]1[CH:4]=[C:5]([C:6]#[N:7])[CH:8]=[CH:9][C:2]=1[C:17]1[CH:18]=[CH:19][C:14]([C:13]([F:24])([F:23])[F:12])=[CH:15][CH:16]=1. The catalyst class is: 398. (4) Reactant: [CH3:1][O:2][C:3]1[CH:8]=[CH:7][C:6]([C:9]2[NH:13][N:12]=[C:11]3[C:14]4[C:19]([C:20](=[O:21])[C:10]=23)=[C:18]([NH:22]C(=O)C)[CH:17]=[CH:16][CH:15]=4)=[CH:5][CH:4]=1.Cl. Product: [NH2:22][C:18]1[CH:17]=[CH:16][CH:15]=[C:14]2[C:19]=1[C:20](=[O:21])[C:10]1[C:11]2=[N:12][N:13]([C:3]2[CH:8]=[CH:7][CH:6]=[CH:5][CH:4]=2)[C:9]=1[C:6]1[CH:5]=[CH:4][C:3]([O:2][CH3:1])=[CH:8][CH:7]=1. The catalyst class is: 5. (5) Reactant: [Cl:1][C:2]1[CH:7]=[CH:6][C:5]([C@H:8]2[CH2:13][C@H:12]([C:14](=[O:21])[CH2:15][C:16](OCC)=[O:17])[CH2:11][CH2:10][N:9]2[C:22]([O:24][CH3:25])=[O:23])=[C:4]([F:26])[CH:3]=1.[OH-].[Na+].[NH2:29]O.Cl. Product: [Cl:1][C:2]1[CH:7]=[CH:6][C:5]([C@H:8]2[CH2:13][C@H:12]([C:14]3[O:21][NH:29][C:16](=[O:17])[CH:15]=3)[CH2:11][CH2:10][N:9]2[C:22]([O:24][CH3:25])=[O:23])=[C:4]([F:26])[CH:3]=1. The catalyst class is: 5.